Dataset: Full USPTO retrosynthesis dataset with 1.9M reactions from patents (1976-2016). Task: Predict the reactants needed to synthesize the given product. Given the product [C:1]([C:3]1[CH:4]=[C:5]([N:10]2[C:14]3[C:15](=[O:28])[N:16]([C:20]4[CH:25]=[CH:24][C:23]([I:26])=[CH:22][C:21]=4[F:27])[CH2:17][CH:18]=[CH:19][C:13]=3[C:12]([C:29]([F:31])([F:30])[F:32])=[N:11]2)[CH:6]=[CH:7][C:8]=1[F:9])#[N:2], predict the reactants needed to synthesize it. The reactants are: [C:1]([C:3]1[CH:4]=[C:5]([N:10]2[C:14]3[C:15](=[O:28])[N:16]([C:20]4[CH:25]=[CH:24][C:23]([I:26])=[CH:22][C:21]=4[F:27])[CH2:17][CH2:18][CH2:19][C:13]=3[C:12]([C:29]([F:32])([F:31])[F:30])=[N:11]2)[CH:6]=[CH:7][C:8]=1[F:9])#[N:2].BrN1C(=O)CCC1=O.CC(N=NC(C#N)(C)C)(C#N)C.